From a dataset of Reaction yield outcomes from USPTO patents with 853,638 reactions. Predict the reaction yield, written as a fraction of the theoretical maximum amount of product (1.0 means a 100% yield; for example, 0.34 means a 34% yield). (1) The reactants are [NH2:1][C:2]1[C:11]2[C:6](=[C:7](Br)[CH:8]=[CH:9][CH:10]=2)[N:5]=[N:4][C:3]=1[C:13]([NH:15][CH2:16][CH2:17][CH3:18])=[O:14].[F:19][C:20]1[C:25]([O:26][CH3:27])=[CH:24][CH:23]=[CH:22][C:21]=1B(O)O. The yield is 0.570. No catalyst specified. The product is [NH2:1][C:2]1[C:11]2[C:6](=[C:7]([C:21]3[CH:22]=[CH:23][CH:24]=[C:25]([O:26][CH3:27])[C:20]=3[F:19])[CH:8]=[CH:9][CH:10]=2)[N:5]=[N:4][C:3]=1[C:13]([NH:15][CH2:16][CH2:17][CH3:18])=[O:14]. (2) The reactants are Cl[CH2:2][CH2:3][CH:4]1[CH2:9][CH2:8][N:7]([C:10]2[N:11]=[N:12][C:13]([CH3:16])=[CH:14][CH:15]=2)[CH2:6][CH2:5]1.[OH:17][C:18]1[CH:27]=[C:26]2[C:21]([C:22]([O:28][CH2:29][CH3:30])=[N:23][CH:24]=[N:25]2)=[CH:20][CH:19]=1.C(=O)([O-])[O-].[K+].[K+].[I-].[K+]. The catalyst is CN(C=O)C. The product is [CH3:16][C:13]1[N:12]=[N:11][C:10]([N:7]2[CH2:8][CH2:9][CH:4]([CH2:3][CH2:2][O:17][C:18]3[CH:27]=[C:26]4[C:21]([C:22]([O:28][CH2:29][CH3:30])=[N:23][CH:24]=[N:25]4)=[CH:20][CH:19]=3)[CH2:5][CH2:6]2)=[CH:15][CH:14]=1. The yield is 0.180. (3) The reactants are [CH3:1][O:2][C:3]1[C:4]2[N:11]=[C:10]([N:12]=[C:13](SC)SC)[S:9][C:5]=2[N:6]=[CH:7][N:8]=1.Cl.Cl.[NH2:20][CH2:21][C@@:22]1([OH:30])[CH:27]2[CH2:28][CH2:29][N:24]([CH2:25][CH2:26]2)[CH2:23]1.C(=O)([O-])[O-].[Cs+].[Cs+].O. The catalyst is CN(C=O)C. The product is [CH3:1][O:2][C:3]1[C:4]2[N:11]=[C:10]([NH:12][C:13]3[O:30][C@:22]4([CH2:21][N:20]=3)[CH:27]3[CH2:28][CH2:29][N:24]([CH2:25][CH2:26]3)[CH2:23]4)[S:9][C:5]=2[N:6]=[CH:7][N:8]=1. The yield is 0.510. (4) The reactants are [CH:1]([C:3]1[CH:4]=[CH:5][C:6]([OH:12])=[C:7]([CH:11]=1)[C:8]([OH:10])=[O:9])=[O:2].[N+:13]([O-])([OH:15])=[O:14]. The catalyst is S(=O)(=O)(O)O. The product is [CH:1]([C:3]1[CH:4]=[C:5]([N+:13]([O-:15])=[O:14])[C:6]([OH:12])=[C:7]([CH:11]=1)[C:8]([OH:10])=[O:9])=[O:2]. The yield is 0.866. (5) The reactants are Br[C:2]1[S:6][C:5]([C:7]2[CH:8]=[CH:9][C:10]([O:15][CH:16]([CH3:18])[CH3:17])=[C:11]([CH:14]=2)[C:12]#[N:13])=[N:4][N:3]=1.O.[NH2:20][NH2:21]. The catalyst is C(O)(C)C. The product is [NH:20]([C:2]1[S:6][C:5]([C:7]2[CH:8]=[CH:9][C:10]([O:15][CH:16]([CH3:18])[CH3:17])=[C:11]([CH:14]=2)[C:12]#[N:13])=[N:4][N:3]=1)[NH2:21]. The yield is 0.940. (6) The product is [Cl:1][C:2]1[C:3]([N:17]2[CH2:18][CH2:19][CH:20]([C:23]([OH:25])=[O:24])[CH2:21][CH2:22]2)=[N:4][CH:5]=[C:6]([C:10]2[O:11][C:12]([CH2:15][CH3:16])=[CH:13][N:14]=2)[C:7]=1[O:8][CH3:9]. The yield is 1.00. The reactants are [Cl:1][C:2]1[C:3]([N:17]2[CH2:22][CH2:21][CH:20]([C:23]([O:25]C)=[O:24])[CH2:19][CH2:18]2)=[N:4][CH:5]=[C:6]([C:10]2[O:11][C:12]([CH2:15][CH3:16])=[CH:13][N:14]=2)[C:7]=1[O:8][CH3:9].[OH-].[Li+]. The catalyst is C1COCC1. (7) The reactants are [CH3:1][O:2][C:3]([C:5]1[N:6]([CH3:11])[CH:7]=[C:8](Br)[N:9]=1)=[O:4].[F-].[Cs+].B1([C:23]2[CH:28]=[CH:27][C:26]([NH2:29])=[CH:25][CH:24]=2)OC(C)(C)C(C)(C)O1. The catalyst is CN(C=O)C.C1C=CC([P]([Pd]([P](C2C=CC=CC=2)(C2C=CC=CC=2)C2C=CC=CC=2)([P](C2C=CC=CC=2)(C2C=CC=CC=2)C2C=CC=CC=2)[P](C2C=CC=CC=2)(C2C=CC=CC=2)C2C=CC=CC=2)(C2C=CC=CC=2)C2C=CC=CC=2)=CC=1. The product is [NH2:29][C:26]1[CH:27]=[CH:28][C:23]([C:8]2[N:9]=[C:5]([C:3]([O:2][CH3:1])=[O:4])[N:6]([CH3:11])[CH:7]=2)=[CH:24][CH:25]=1. The yield is 0.160.